Dataset: Full USPTO retrosynthesis dataset with 1.9M reactions from patents (1976-2016). Task: Predict the reactants needed to synthesize the given product. (1) Given the product [N:12]1[CH:17]=[CH:16][C:15]([NH:18][C:19]([C:21]2[S:29][C:28]3[C:23](=[N:24][CH:25]=[CH:26][C:27]=3[NH:11][C:7]3[CH:8]=[C:9]4[C:4](=[CH:5][CH:6]=3)[NH:3][C:2]([CH3:1])=[CH:10]4)[CH:22]=2)=[O:20])=[CH:14][CH:13]=1, predict the reactants needed to synthesize it. The reactants are: [CH3:1][C:2]1[NH:3][C:4]2[C:9]([CH:10]=1)=[CH:8][C:7]([NH2:11])=[CH:6][CH:5]=2.[N:12]1[CH:17]=[CH:16][C:15]([NH:18][C:19]([C:21]2[S:29][C:28]3[C:23](=[N:24][CH:25]=[CH:26][C:27]=3Cl)[CH:22]=2)=[O:20])=[CH:14][CH:13]=1. (2) The reactants are: [CH2:1]([O:8][C:9]1[CH:14]=[CH:13][C:12]([CH2:15][C@H:16]([NH:20][C:21](=[O:27])[O:22][C:23]([CH3:26])([CH3:25])[CH3:24])[C:17](=[S:19])[NH2:18])=[CH:11][CH:10]=1)[C:2]1[CH:7]=[CH:6][CH:5]=[CH:4][CH:3]=1.[CH2:28](OC(OCC)CBr)[CH3:29]. Given the product [CH2:1]([O:8][C:9]1[CH:14]=[CH:13][C:12]([CH2:15][C@H:16]([NH:20][C:21](=[O:27])[O:22][C:23]([CH3:24])([CH3:26])[CH3:25])[C:17]2[S:19][CH:28]=[CH:29][N:18]=2)=[CH:11][CH:10]=1)[C:2]1[CH:3]=[CH:4][CH:5]=[CH:6][CH:7]=1, predict the reactants needed to synthesize it. (3) Given the product [CH2:13]([N:9]1[C:10](=[O:12])[CH2:11][N:7]([CH2:6][C:5]2[CH:18]=[CH:19][C:2]([B:20]3[O:24][C:23]([CH3:26])([CH3:25])[C:22]([CH3:28])([CH3:27])[O:21]3)=[CH:3][CH:4]=2)[C:8]1=[O:17])[CH:14]([CH3:16])[CH3:15], predict the reactants needed to synthesize it. The reactants are: Br[C:2]1[CH:19]=[CH:18][C:5]([CH2:6][N:7]2[CH2:11][C:10](=[O:12])[N:9]([CH2:13][CH:14]([CH3:16])[CH3:15])[C:8]2=[O:17])=[CH:4][CH:3]=1.[B:20]1([B:20]2[O:24][C:23]([CH3:26])([CH3:25])[C:22]([CH3:28])([CH3:27])[O:21]2)[O:24][C:23]([CH3:26])([CH3:25])[C:22]([CH3:28])([CH3:27])[O:21]1.C([O-])(=O)C.[K+].O.